From a dataset of Reaction yield outcomes from USPTO patents with 853,638 reactions. Predict the reaction yield, written as a fraction of the theoretical maximum amount of product (1.0 means a 100% yield; for example, 0.34 means a 34% yield). (1) The reactants are Br[C:2]1[CH:11]=[C:10]2[C:5]([C:6](=[O:19])[C:7]3[C:17](=[O:18])[NH:16][S:15][C:8]=3[N:9]2[CH:12]2[CH2:14][CH2:13]2)=[CH:4][C:3]=1[F:20].[C:21]([N:24]1[CH2:29][CH:28]=[C:27]([Sn](CCCC)(CCCC)CCCC)[CH2:26][CH2:25]1)(=[O:23])[CH3:22]. The catalyst is C1C=CC([P]([Pd]([P](C2C=CC=CC=2)(C2C=CC=CC=2)C2C=CC=CC=2)([P](C2C=CC=CC=2)(C2C=CC=CC=2)C2C=CC=CC=2)[P](C2C=CC=CC=2)(C2C=CC=CC=2)C2C=CC=CC=2)(C2C=CC=CC=2)C2C=CC=CC=2)=CC=1.CN(C)C=O. The product is [C:21]([N:24]1[CH2:25][CH:26]=[C:27]([C:2]2[CH:11]=[C:10]3[C:5]([C:6](=[O:19])[C:7]4[C:17](=[O:18])[NH:16][S:15][C:8]=4[N:9]3[CH:12]3[CH2:14][CH2:13]3)=[CH:4][C:3]=2[F:20])[CH2:28][CH2:29]1)(=[O:23])[CH3:22]. The yield is 0.980. (2) The reactants are Br[C:2]1[CH:9]=[C:8]([N:10]2[C:18]3[CH2:17][C:16]([CH3:20])([CH3:19])[CH2:15][C:14](=[O:21])[C:13]=3[C:12]([CH3:22])=[CH:11]2)[CH:7]=[CH:6][C:3]=1[C:4]#[N:5].[NH2:23][CH:24]1[CH2:29][CH2:28][O:27][CH2:26][CH2:25]1.CC(C)([O-:33])C.[Na+]. The catalyst is C1(C)C=CC=CC=1.C([O-])(=O)C.[Pd+2].C([O-])(=O)C.C1(P(C2C=CC=CC=2)[C-]2C=CC=C2)C=CC=CC=1.[C-]1(P(C2C=CC=CC=2)C2C=CC=CC=2)C=CC=C1.[Fe+2]. The product is [O:27]1[CH2:28][CH2:29][CH:24]([NH:23][C:2]2[CH:9]=[C:8]([N:10]3[C:18]4[CH2:17][C:16]([CH3:20])([CH3:19])[CH2:15][C:14](=[O:21])[C:13]=4[C:12]([CH3:22])=[CH:11]3)[CH:7]=[CH:6][C:3]=2[C:4]([NH2:5])=[O:33])[CH2:25][CH2:26]1. The yield is 0.360.